This data is from Forward reaction prediction with 1.9M reactions from USPTO patents (1976-2016). The task is: Predict the product of the given reaction. (1) Given the reactants [CH2:1]1[C:10]2[C:5](=[CH:6][CH:7]=[CH:8][CH:9]=2)[CH2:4][CH2:3][C:2]1=O.[NH:12]1[CH2:17][CH:16]([C:18]([NH2:20])=[O:19])[O:15][CH2:14][CH2:13]1.C1(C)C=CC(S(O)(=O)=O)=CC=1, predict the reaction product. The product is: [C:1]1(=[O:15])[C:10]2[C:5](=[CH:6][CH:7]=[CH:8][CH:9]=2)[CH2:4][CH2:3][CH2:2]1.[NH:12]1[CH2:17][CH:16]([C:18]([NH2:20])=[O:19])[O:15][CH2:14][CH2:13]1. (2) Given the reactants Br[C:2]1[CH:7]=[CH:6][C:5]([Cl:8])=[CH:4][C:3]=1[O:9][CH3:10].[CH2:11]([OH:15])[CH2:12][C:13]#[CH:14], predict the reaction product. The product is: [Cl:8][C:5]1[CH:6]=[CH:7][C:2]([C:14]#[C:13][CH2:12][CH2:11][OH:15])=[C:3]([O:9][CH3:10])[CH:4]=1. (3) The product is: [NH:25]1[CH2:30][CH2:29][CH:28]([O:31][C:2]2[C:7]([O:8][CH2:9][CH2:10][O:11][C:12]3[CH:17]=[CH:16][CH:15]=[CH:14][CH:13]=3)=[N:6][CH:5]=[CH:4][N:3]=2)[CH2:27][CH2:26]1. Given the reactants Cl[C:2]1[C:7]([O:8][CH2:9][CH2:10][O:11][C:12]2[CH:17]=[CH:16][CH:15]=[CH:14][CH:13]=2)=[N:6][CH:5]=[CH:4][N:3]=1.C([N:25]1[CH2:30][CH2:29][CH:28]([OH:31])[CH2:27][CH2:26]1)(OC(C)(C)C)=O, predict the reaction product. (4) Given the reactants [C:1]([NH:11][C@H:12]([C:16]([OH:18])=O)[CH2:13][O:14][CH3:15])([O:3][CH2:4][C:5]1[CH:10]=[CH:9][CH:8]=[CH:7][CH:6]=1)=[O:2].[CH3:19][CH2:20][N:21](CC)CC.CN(C(ON1N=NC2C=CC=CC1=2)=[N+](C)C)C.[B-](F)(F)(F)F.COC(OC)CN, predict the reaction product. The product is: [CH2:4]([O:3][C:1]([N:11]1[CH2:19][CH2:20][NH:21][C:16](=[O:18])[CH:12]1[CH2:13][O:14][CH3:15])=[O:2])[C:5]1[CH:6]=[CH:7][CH:8]=[CH:9][CH:10]=1. (5) Given the reactants [CH3:1][O:2][C:3]([C:5]1[N:6]=[C:7](NC(=O)[C@@H](N2C(=O)[C@@H](C3C=CC(OC)=CC=3)NC2=O)CC2C=CC([N+]([O-])=O)=CC=2)[S:8][CH:9]=1)=[O:4].C([O-])(=O)C.[Na+].C=O, predict the reaction product. The product is: [CH3:1][O:2][C:3]([C:5]1[N:6]=[CH:7][S:8][CH:9]=1)=[O:4].